Dataset: Full USPTO retrosynthesis dataset with 1.9M reactions from patents (1976-2016). Task: Predict the reactants needed to synthesize the given product. (1) The reactants are: [CH2:1]([O:3][C:4]1[C:9]([C:10]2[CH:15]=[CH:14][C:13]([C@H:16]([NH2:18])[CH3:17])=[CH:12][CH:11]=2)=[CH:8][CH:7]=[CH:6][N:5]=1)[CH3:2].C(N(CC)CC)C.[F:26][C:27]([F:40])([F:39])[O:28][C:29]1[CH:34]=[CH:33][CH:32]=[CH:31][C:30]=1[S:35](Cl)(=[O:37])=[O:36]. Given the product [CH2:1]([O:3][C:4]1[C:9]([C:10]2[CH:15]=[CH:14][C:13]([C@H:16]([NH:18][S:35]([C:30]3[CH:31]=[CH:32][CH:33]=[CH:34][C:29]=3[O:28][C:27]([F:26])([F:39])[F:40])(=[O:37])=[O:36])[CH3:17])=[CH:12][CH:11]=2)=[CH:8][CH:7]=[CH:6][N:5]=1)[CH3:2], predict the reactants needed to synthesize it. (2) Given the product [OH:36][C:34]1[CH:35]=[C:30]([NH:29][CH:2]=[C:3]2[C:11]3[C:6](=[CH:7][C:8]([C:12]([C:14]4[CH:19]=[CH:18][C:17]([NH:20][C:21]([C:23]5[S:24][CH:25]=[CH:26][CH:27]=5)=[O:22])=[CH:16][CH:15]=4)=[O:13])=[CH:9][CH:10]=3)[NH:5][C:4]2=[O:28])[CH:31]=[CH:32][C:33]=1[O:37][CH3:38], predict the reactants needed to synthesize it. The reactants are: O[CH:2]=[C:3]1[C:11]2[C:6](=[CH:7][C:8]([C:12]([C:14]3[CH:19]=[CH:18][C:17]([NH:20][C:21]([C:23]4[S:24][CH:25]=[CH:26][CH:27]=4)=[O:22])=[CH:16][CH:15]=3)=[O:13])=[CH:9][CH:10]=2)[NH:5][C:4]1=[O:28].[NH2:29][C:30]1[CH:31]=[CH:32][C:33]([O:37][CH3:38])=[C:34]([OH:36])[CH:35]=1. (3) Given the product [CH3:1][O:2][C:3]1[CH:4]=[C:5]([CH:11]2[CH2:16][CH:15]([C:17]([F:20])([F:19])[F:18])[N:14]3[N:21]=[C:22]([C:24]4[CH:25]=[C:26]([CH:30]=[CH:31][CH:32]=4)[C:27]([NH:33][C@H:34]4[CH2:38][CH2:37][N:36]([C:39]([O:41][C:42]([CH3:45])([CH3:44])[CH3:43])=[O:40])[CH2:35]4)=[O:29])[CH:23]=[C:13]3[NH:12]2)[CH:6]=[CH:7][C:8]=1[O:9][CH3:10], predict the reactants needed to synthesize it. The reactants are: [CH3:1][O:2][C:3]1[CH:4]=[C:5]([CH:11]2[CH2:16][CH:15]([C:17]([F:20])([F:19])[F:18])[N:14]3[N:21]=[C:22]([C:24]4[CH:25]=[C:26]([CH:30]=[CH:31][CH:32]=4)[C:27]([OH:29])=O)[CH:23]=[C:13]3[NH:12]2)[CH:6]=[CH:7][C:8]=1[O:9][CH3:10].[NH2:33][C@H:34]1[CH2:38][CH2:37][N:36]([C:39]([O:41][C:42]([CH3:45])([CH3:44])[CH3:43])=[O:40])[CH2:35]1. (4) Given the product [Cl:22][C:23]1[CH:24]=[C:25]([NH:26][C:15](=[O:16])[CH2:14][N:13]2[C:12]3[CH:18]=[CH:19][CH:20]=[CH:21][C:11]=3[N:10]=[C:9]2[C:3]2[CH:4]=[C:5]([Cl:8])[CH:6]=[CH:7][C:2]=2[Cl:1])[CH:27]=[C:28]([Cl:30])[CH:29]=1, predict the reactants needed to synthesize it. The reactants are: [Cl:1][C:2]1[CH:7]=[CH:6][C:5]([Cl:8])=[CH:4][C:3]=1[C:9]1[N:13]([CH2:14][C:15](O)=[O:16])[C:12]2[CH:18]=[CH:19][CH:20]=[CH:21][C:11]=2[N:10]=1.[Cl:22][C:23]1[CH:24]=[C:25]([CH:27]=[C:28]([Cl:30])[CH:29]=1)[NH2:26].CN(C(ON1N=NC2C=CC=NC1=2)=[N+](C)C)C.F[P-](F)(F)(F)(F)F.